This data is from Catalyst prediction with 721,799 reactions and 888 catalyst types from USPTO. The task is: Predict which catalyst facilitates the given reaction. (1) Reactant: [CH2:1]([O:8][C:9]1[C:17]([F:18])=[CH:16][C:15]([Br:19])=[C:14]2[C:10]=1[CH:11]=[CH:12][NH:13]2)[C:2]1[CH:7]=[CH:6][CH:5]=[CH:4][CH:3]=1.[OH-].[K+].[CH3:22]I.O. Product: [CH2:1]([O:8][C:9]1[C:17]([F:18])=[CH:16][C:15]([Br:19])=[C:14]2[C:10]=1[CH:11]=[CH:12][N:13]2[CH3:22])[C:2]1[CH:3]=[CH:4][CH:5]=[CH:6][CH:7]=1. The catalyst class is: 3. (2) Reactant: [F:1][C:2]1[CH:12]=[CH:11][C:5]([O:6][CH:7]2[CH2:10][NH:9][CH2:8]2)=[CH:4][CH:3]=1.CCN(C(C)C)C(C)C.[Cl:22][C:23]1[CH:28]=[C:27](Cl)[CH:26]=[CH:25][N:24]=1. Product: [Cl:22][C:23]1[CH:28]=[CH:27][CH:26]=[C:25]([N:9]2[CH2:8][CH:7]([O:6][C:5]3[CH:11]=[CH:12][C:2]([F:1])=[CH:3][CH:4]=3)[CH2:10]2)[N:24]=1. The catalyst class is: 32. (3) Product: [F:18][C:15]([F:16])([F:17])[C@@H:14]([NH2:13])[C:19]1[CH:24]=[CH:23][CH:22]=[CH:21][N:20]=1. Reactant: C([C@@H]1CC[C@@H](C)C[C@H]1OC(=O)[NH:13][C@@H:14]([C:19]1[CH:24]=[CH:23][CH:22]=[CH:21][N:20]=1)[C:15]([F:18])([F:17])[F:16])(C)C.C(O)(C(F)(F)F)=O.OS(C(F)(F)F)(=O)=O. The catalyst class is: 4. (4) Reactant: FC(F)(F)C(O)=O.[CH:8]12[CH2:17][CH:12]3[CH2:13][CH:14]([CH2:16][CH:10]([CH2:11]3)[CH:9]1[NH:18][C:19](=[O:37])[C@H:20]1[CH2:24][CH2:23][CH2:22][N:21]1[CH2:25][C:26]([NH:29]C(OC(C)(C)C)=O)([CH3:28])[CH3:27])[CH2:15]2. Product: [CH:8]12[CH2:17][CH:12]3[CH2:13][CH:14]([CH2:16][CH:10]([CH2:11]3)[CH:9]1[NH:18][C:19](=[O:37])[C@H:20]1[CH2:24][CH2:23][CH2:22][N:21]1[CH2:25][C:26]([NH2:29])([CH3:27])[CH3:28])[CH2:15]2. The catalyst class is: 4. (5) Product: [Br:1][C:2]1[CH:7]=[CH:6][C:5]([CH2:8][C:12]#[N:13])=[C:4]([F:10])[C:3]=1[F:11]. Reactant: [Br:1][C:2]1[CH:7]=[CH:6][C:5]([CH2:8]Br)=[C:4]([F:10])[C:3]=1[F:11].[C-:12]#[N:13].[Na+]. The catalyst class is: 14. (6) Reactant: [Br:1][C:2]1[CH:9]=[CH:8][C:5]([CH:6]=[O:7])=[CH:4][C:3]=1[F:10].[CH2:11](O)[CH2:12][CH2:13][OH:14].O.C1(C)C=CC(S(O)(=O)=O)=CC=1. Product: [Br:1][C:2]1[CH:9]=[CH:8][C:5]([CH:6]2[O:14][CH2:13][CH2:12][CH2:11][O:7]2)=[CH:4][C:3]=1[F:10]. The catalyst class is: 11. (7) Product: [OH:8][CH2:9][CH2:10][NH:11][N:12]=[CH:6][C:3](=[N:2][OH:1])[C:4]#[N:5]. Reactant: [OH:1][N:2]=[C:3]([CH:6]=O)[C:4]#[N:5].[OH:8][CH2:9][CH2:10][NH:11][NH2:12]. The catalyst class is: 5.